This data is from Full USPTO retrosynthesis dataset with 1.9M reactions from patents (1976-2016). The task is: Predict the reactants needed to synthesize the given product. (1) The reactants are: [S:1]1[CH:5]=[CH:4][CH:3]=[C:2]1[CH2:6][C:7]#[N:8].[OH-].[Na+].Br[CH2:12][CH2:13]Br. Given the product [S:1]1[CH:5]=[CH:4][CH:3]=[C:2]1[C:6]1([C:7]#[N:8])[CH2:13][CH2:12]1, predict the reactants needed to synthesize it. (2) Given the product [CH3:9][C:8]1[C:5]([CH2:4][C:3]2[CH:11]=[CH:12][CH:13]=[CH:14][C:2]=2[CH3:1])=[C:6]([NH2:7])[NH:17][N:16]=1, predict the reactants needed to synthesize it. The reactants are: [CH3:1][C:2]1[CH:14]=[CH:13][CH:12]=[CH:11][C:3]=1[CH2:4][CH:5]([C:8](=O)[CH3:9])[C:6]#[N:7].O.[NH2:16][NH2:17]. (3) The reactants are: [CH3:1][S:2][C:3]1[CH:9]=[CH:8][C:6]([NH2:7])=[CH:5][CH:4]=1.[CH2:10]([O:17][C:18](=[O:23])[CH2:19][C:20](O)=[O:21])[C:11]1[CH:16]=[CH:15][CH:14]=[CH:13][CH:12]=1.C(Cl)CCl. Given the product [CH3:1][S:2][C:3]1[CH:9]=[CH:8][C:6]([NH:7][C:20](=[O:21])[CH2:19][C:18]([O:17][CH2:10][C:11]2[CH:12]=[CH:13][CH:14]=[CH:15][CH:16]=2)=[O:23])=[CH:5][CH:4]=1, predict the reactants needed to synthesize it. (4) Given the product [N:24]([C:4]([C:3]1[C:2]([Cl:1])=[N:10][CH:9]=[CH:8][CH:7]=1)=[O:5])=[N+:25]=[N-:26], predict the reactants needed to synthesize it. The reactants are: [Cl:1][C:2]1[N:10]=[CH:9][CH:8]=[CH:7][C:3]=1[C:4](O)=[O:5].C(N(CC)CC)C.C(OC(Cl)=O)C.[N-:24]=[N+:25]=[N-:26].[Na+].